This data is from Forward reaction prediction with 1.9M reactions from USPTO patents (1976-2016). The task is: Predict the product of the given reaction. Given the reactants [Cl:1][C:2]1[CH:3]=[C:4]([C:8]2[N:16]=[C:15]([C:17]#[N:18])[N:14]=[C:13]3[C:9]=2[N:10]([CH2:24][C@H:25]2[CH2:30][CH2:29][C@H:28]([CH3:31])[CH2:27][CH2:26]2)[C:11]([NH:19][C@H:20]([CH3:23])[CH2:21][OH:22])=[N:12]3)[CH:5]=[CH:6][CH:7]=1.[Si:32](Cl)([C:35]([CH3:38])([CH3:37])[CH3:36])([CH3:34])[CH3:33].N1C=CN=C1, predict the reaction product. The product is: [Si:32]([O:22][CH2:21][C@H:20]([NH:19][C:11]1[N:10]([CH2:24][C@H:25]2[CH2:30][CH2:29][C@H:28]([CH3:31])[CH2:27][CH2:26]2)[C:9]2[C:13](=[N:14][C:15]([C:17]#[N:18])=[N:16][C:8]=2[C:4]2[CH:5]=[CH:6][CH:7]=[C:2]([Cl:1])[CH:3]=2)[N:12]=1)[CH3:23])([C:35]([CH3:38])([CH3:37])[CH3:36])([CH3:34])[CH3:33].